The task is: Predict the product of the given reaction.. This data is from Forward reaction prediction with 1.9M reactions from USPTO patents (1976-2016). (1) Given the reactants C(OC(=O)N[CH:8]1[CH2:11][N:10]([C:12]2[CH:17]=[CH:16][N:15]=[C:14]([Cl:18])[N:13]=2)[CH2:9]1)(C)(C)C.Cl.N1CCC1, predict the reaction product. The product is: [N:10]1([C:12]2[CH:17]=[CH:16][N:15]=[C:14]([Cl:18])[N:13]=2)[CH2:11][CH2:8][CH2:9]1. (2) Given the reactants [Cl:1][C:2]1[CH:7]=[C:6]([Cl:8])[CH:5]=[CH:4][C:3]=1[C:9]1[NH:10][C:11](=[O:21])[C:12]2[N:13]([N:15]=[C:16]([C:18](O)=[O:19])[CH:17]=2)[CH:14]=1.C(Cl)CCl.C1C=CC2N(O)N=[N:32]C=2C=1.N.O1CCOCC1, predict the reaction product. The product is: [Cl:1][C:2]1[CH:7]=[C:6]([Cl:8])[CH:5]=[CH:4][C:3]=1[C:9]1[NH:10][C:11](=[O:21])[C:12]2[N:13]([N:15]=[C:16]([C:18]([NH2:32])=[O:19])[CH:17]=2)[CH:14]=1. (3) Given the reactants [ClH:1].[O:2](CCCNC(C)(C)CC1C=CC(OC)=CC=1)[C:3]1C=CC=CC=1.Cl.O[C@H](COC1C=CC(C(C)(C)C)=CC=1)CNC(C)(C)CC1C=CC(OC)=CC=1.Cl.OC(COC1C2C(=CC=CC=2)C=CC=1)CNC(C)(C)CC1C=CC(OC)=CC=1.Cl.[OH:84][CH:85]([CH2:100][O:101][C:102]1[CH:107]=[CH:106][C:105]([O:108][CH3:109])=[CH:104][CH:103]=1)[CH2:86][NH:87][C:88]([CH3:99])([CH3:98])[CH2:89][C:90]1[CH:95]=[CH:94][C:93]([O:96][CH3:97])=[CH:92][CH:91]=1, predict the reaction product. The product is: [ClH:1].[OH:84][CH:85]([CH2:100][O:101][C:102]1[CH:107]=[CH:106][C:105]([O:108][CH3:109])=[C:104]([O:2][CH3:3])[CH:103]=1)[CH2:86][NH:87][C:88]([CH3:99])([CH3:98])[CH2:89][C:90]1[CH:91]=[CH:92][C:93]([O:96][CH3:97])=[CH:94][CH:95]=1. (4) Given the reactants CC(OC(/N=N/C(OC(C)(C)C)=O)=O)(C)C.[Cl:17][C:18]1[C:27]2[C:22](=[CH:23][C:24]([OH:30])=[C:25]([O:28][CH3:29])[CH:26]=2)[N:21]=[CH:20][N:19]=1.O[CH2:32][CH2:33][CH2:34][N:35]1[CH2:40][CH2:39][N:38]([CH3:41])[CH2:37][C:36]1=[O:42].C1(P(C2C=CC=CC=2)C2C=CC=CC=2)C=CC=CC=1, predict the reaction product. The product is: [Cl:17][C:18]1[C:27]2[C:22](=[CH:23][C:24]([O:30][CH2:32][CH2:33][CH2:34][N:35]3[CH2:40][CH2:39][N:38]([CH3:41])[CH2:37][C:36]3=[O:42])=[C:25]([O:28][CH3:29])[CH:26]=2)[N:21]=[CH:20][N:19]=1. (5) Given the reactants Cl.[CH2:2]([O:9][C:10]1[CH:11]=[CH:12][C:13]([NH2:16])=[N:14][CH:15]=1)[C:3]1[CH:8]=[CH:7][CH:6]=[CH:5][CH:4]=1.C([O-])(=O)C.[Na+].[Br:22]Br, predict the reaction product. The product is: [CH2:2]([O:9][C:10]1[CH:11]=[C:12]([Br:22])[C:13]([NH2:16])=[N:14][CH:15]=1)[C:3]1[CH:4]=[CH:5][CH:6]=[CH:7][CH:8]=1.